Dataset: Peptide-MHC class II binding affinity with 134,281 pairs from IEDB. Task: Regression. Given a peptide amino acid sequence and an MHC pseudo amino acid sequence, predict their binding affinity value. This is MHC class II binding data. The peptide sequence is RHNWVNHAVPLAMKLI. The MHC is DRB1_1501 with pseudo-sequence DRB1_1501. The binding affinity (normalized) is 0.486.